This data is from Reaction yield outcomes from USPTO patents with 853,638 reactions. The task is: Predict the reaction yield, written as a fraction of the theoretical maximum amount of product (1.0 means a 100% yield; for example, 0.34 means a 34% yield). (1) The reactants are [Cl:1][C:2]1[N:7]=[C:6]([NH:8][CH2:9][CH:10]2[CH2:15][CH2:14][O:13][CH2:12][CH2:11]2)[CH:5]=[N:4][C:3]=1[I:16].[H-].[Na+].[C:19]([O:23][C:24](O[C:24]([O:23][C:19]([CH3:22])([CH3:21])[CH3:20])=[O:25])=[O:25])([CH3:22])([CH3:21])[CH3:20]. The catalyst is CN(C=O)C.[Cl-].[Na+].O. The product is [C:19]([O:23][C:24](=[O:25])[N:8]([C:6]1[CH:5]=[N:4][C:3]([I:16])=[C:2]([Cl:1])[N:7]=1)[CH2:9][CH:10]1[CH2:15][CH2:14][O:13][CH2:12][CH2:11]1)([CH3:22])([CH3:21])[CH3:20]. The yield is 0.550. (2) The reactants are [N:1]1[CH:6]=[CH:5][CH:4]=[C:3]([NH:7][C:8](=[O:15])OCC(Cl)(Cl)Cl)[CH:2]=1.[F:16][C:17]1[C:22]([F:23])=[CH:21][CH:20]=[CH:19][C:18]=1[C:24]1[CH:29]=[C:28]([N:30]2[CH2:35][CH2:34][NH:33][CH2:32][CH2:31]2)[N:27]=[CH:26][N:25]=1. The catalyst is O1CCCC1.CCCCCC. The product is [F:16][C:17]1[C:22]([F:23])=[CH:21][CH:20]=[CH:19][C:18]=1[C:24]1[N:25]=[CH:26][N:27]=[C:28]([N:30]2[CH2:35][CH2:34][N:33]([C:8]([NH:7][C:3]3[CH:2]=[N:1][CH:6]=[CH:5][CH:4]=3)=[O:15])[CH2:32][CH2:31]2)[CH:29]=1. The yield is 0.420. (3) The reactants are [OH-].[Na+].[OH:3][C:4]1([CH3:32])[CH2:9][CH2:8][N:7]([C:10]2[N:15]=[C:14]([C:16]([NH:18][C:19]3[C:20]([CH3:30])=[C:21]([CH:26]=[CH:27][C:28]=3[CH3:29])[C:22]([O:24]C)=[O:23])=[O:17])[C:13]([CH3:31])=[CH:12][CH:11]=2)[CH2:6][CH2:5]1.CO. The catalyst is C1COCC1. The product is [OH:3][C:4]1([CH3:32])[CH2:5][CH2:6][N:7]([C:10]2[N:15]=[C:14]([C:16]([NH:18][C:19]3[C:20]([CH3:30])=[C:21]([CH:26]=[CH:27][C:28]=3[CH3:29])[C:22]([OH:24])=[O:23])=[O:17])[C:13]([CH3:31])=[CH:12][CH:11]=2)[CH2:8][CH2:9]1. The yield is 0.290. (4) The reactants are C([O:8][N:9]1[C:15](=[O:16])[N:14]2[CH2:17][C@H:10]1[CH2:11][CH2:12][C@H:13]2[C:18]([NH:20][O:21][CH:22]1[CH2:27][CH2:26][N:25]([C:28]([O:30][C:31]([CH3:34])([CH3:33])[CH3:32])=[O:29])[CH2:24][CH2:23]1)=[O:19])C1C=CC=CC=1.[H][H]. The catalyst is CO.[Pd]. The product is [OH:8][N:9]1[C:15](=[O:16])[N:14]2[CH2:17][C@H:10]1[CH2:11][CH2:12][C@H:13]2[C:18]([NH:20][O:21][CH:22]1[CH2:27][CH2:26][N:25]([C:28]([O:30][C:31]([CH3:34])([CH3:33])[CH3:32])=[O:29])[CH2:24][CH2:23]1)=[O:19]. The yield is 0.980. (5) The reactants are Cl.[NH2:2][CH2:3][CH2:4][C:5]([O:7][CH2:8][CH3:9])=[O:6].[CH3:10][CH:11]([CH3:40])[CH2:12][C@H:13]([NH:30][C:31]1[CH:39]=[CH:38][C:34]([C:35](O)=[O:36])=[CH:33][N:32]=1)[C:14]1[CH:19]=[CH:18][C:17]([C:20]2[CH:25]=[CH:24][C:23]([C:26]([F:29])([F:28])[F:27])=[CH:22][N:21]=2)=[CH:16][CH:15]=1.O.OC1C2N=NNC=2C=CC=1.C(N(CC)CC)C.Cl.C(N=C=NCCCN(C)C)C. The catalyst is ClCCl.C(=O)(O)[O-].[Na+]. The product is [CH3:10][CH:11]([CH3:40])[CH2:12][C@H:13]([NH:30][C:31]1[N:32]=[CH:33][C:34]([C:35]([NH:2][CH2:3][CH2:4][C:5]([O:7][CH2:8][CH3:9])=[O:6])=[O:36])=[CH:38][CH:39]=1)[C:14]1[CH:15]=[CH:16][C:17]([C:20]2[CH:25]=[CH:24][C:23]([C:26]([F:27])([F:28])[F:29])=[CH:22][N:21]=2)=[CH:18][CH:19]=1. The yield is 0.860. (6) The yield is 0.230. The product is [CH3:13][O:14][CH2:15][CH2:16][N:17]([CH3:36])[CH2:18][CH:19]([C:21]1[CH:26]=[CH:25][C:24]([N:27]([CH3:35])[C:28]2[CH:29]=[CH:30][C:31]([O:34][C:2]3[N:3]=[C:4]([OH:12])[C:5]4[CH:11]=[CH:10][N:9]=[CH:8][C:6]=4[N:7]=3)=[CH:32][CH:33]=2)=[CH:23][CH:22]=1)[CH3:20]. The reactants are Cl[C:2]1[N:3]=[C:4]([OH:12])[C:5]2[CH:11]=[CH:10][N:9]=[CH:8][C:6]=2[N:7]=1.[CH3:13][O:14][CH2:15][CH2:16][N:17]([CH3:36])[CH2:18][CH:19]([C:21]1[CH:26]=[CH:25][C:24]([N:27]([CH3:35])[C:28]2[CH:33]=[CH:32][C:31]([OH:34])=[CH:30][CH:29]=2)=[CH:23][CH:22]=1)[CH3:20]. No catalyst specified. (7) The reactants are [CH3:1][O:2][C:3](=[O:6])[CH2:4][NH2:5].[OH:7][C:8]1[CH:9]=[C:10]([CH:13]=[CH:14][CH:15]=1)[CH:11]=O.C(O)(=O)C.C([BH3-])#N.[Na+].C1COCC1. The catalyst is C1COCC1.CO. The product is [OH:7][C:8]1[CH:9]=[C:10]([CH:13]=[CH:14][CH:15]=1)[CH2:11][NH:5][CH2:4][C:3]([O:2][CH3:1])=[O:6]. The yield is 0.450. (8) The reactants are CC1(C)C(C)(C)OB([C:9]2[CH:14]=[CH:13][N:12]=[C:11]([NH:15][C:16](=[O:19])[CH2:17][CH3:18])[CH:10]=2)O1.[CH2:21]([N:23]1[CH:27]=[C:26](I)[C:25]([C:29]2[S:30][CH:31]=[CH:32][CH:33]=2)=[N:24]1)[CH3:22].C(=O)([O-])[O-].[Na+].[Na+]. The catalyst is O1CCOCC1. The product is [CH2:21]([N:23]1[CH:27]=[C:26]([C:9]2[CH:14]=[CH:13][N:12]=[C:11]([NH:15][C:16](=[O:19])[CH2:17][CH3:18])[CH:10]=2)[C:25]([C:29]2[S:30][CH:31]=[CH:32][CH:33]=2)=[N:24]1)[CH3:22]. The yield is 0.930. (9) The reactants are [O:1]=[C:2]1[C:10]2[C:5](=[N:6][C:7]([CH:11]=[O:12])=[CH:8][CH:9]=2)[CH2:4][O:3]1.[CH2:13](O)[CH2:14][OH:15].O.C1(C)C=CC(S(O)(=O)=O)=CC=1.C([O-])(O)=O.[Na+]. The catalyst is C1C=CC=CC=1. The product is [O:12]1[CH2:13][CH2:14][O:15][CH:11]1[C:7]1[N:6]=[C:5]2[CH2:4][O:3][C:2](=[O:1])[C:10]2=[CH:9][CH:8]=1. The yield is 0.330. (10) The reactants are C1(C)C(C)=CC=CC=1.[N:9](/[C:12](=[CH:17]\[C:18]1[CH:19]=[C:20]2[C:24](=[CH:25][CH:26]=1)[NH:23][CH:22]=[CH:21]2)/[C:13]([O:15][CH3:16])=[O:14])=[N+]=[N-]. No catalyst specified. The product is [NH:9]1[C:19]2[C:18](=[CH:26][CH:25]=[C:24]3[C:20]=2[CH:21]=[CH:22][NH:23]3)[CH:17]=[C:12]1[C:13]([O:15][CH3:16])=[O:14]. The yield is 0.620.